Dataset: CYP3A4 inhibition data for predicting drug metabolism from PubChem BioAssay. Task: Regression/Classification. Given a drug SMILES string, predict its absorption, distribution, metabolism, or excretion properties. Task type varies by dataset: regression for continuous measurements (e.g., permeability, clearance, half-life) or binary classification for categorical outcomes (e.g., BBB penetration, CYP inhibition). Dataset: cyp3a4_veith. The compound is CC(C)Oc1ccc(CSC(=N)N)cc1.Cl. The result is 0 (non-inhibitor).